Dataset: Forward reaction prediction with 1.9M reactions from USPTO patents (1976-2016). Task: Predict the product of the given reaction. (1) Given the reactants [C:1]1([Mg]Cl)[CH:6]=[CH:5][CH:4]=[CH:3][CH:2]=1.[C:9]([N:16]1[CH2:22][CH2:21][CH2:20][C@H:17]1[CH:18]=[O:19])([O:11][C:12]([CH3:15])([CH3:14])[CH3:13])=[O:10], predict the reaction product. The product is: [C:9]([N:16]1[CH2:22][CH2:21][CH2:20][C@H:17]1[C:18](=[O:19])[C:1]1[CH:6]=[CH:5][CH:4]=[CH:3][CH:2]=1)([O:11][C:12]([CH3:15])([CH3:14])[CH3:13])=[O:10]. (2) Given the reactants [F:1][C:2]([F:30])([F:29])[C:3]([C:6]1[CH:11]=[CH:10][C:9]([N:12]2[CH2:17][CH2:16][N:15]([S:18]([C:21]3[S:22][CH:23]=[CH:24][CH:25]=3)(=[O:20])=[O:19])[CH2:14][C@@H:13]2[CH2:26][NH:27][CH3:28])=[CH:8][CH:7]=1)([OH:5])[CH3:4].[CH3:31][N:32]1[CH:36]=[C:35]([CH:37]=O)[N:34]=[CH:33]1.C(O[BH-](OC(=O)C)OC(=O)C)(=O)C.[Na+].CC(O)=O, predict the reaction product. The product is: [F:30][C:2]([F:1])([F:29])[C:3]([C:6]1[CH:11]=[CH:10][C:9]([N:12]2[CH2:17][CH2:16][N:15]([S:18]([C:21]3[S:22][CH:23]=[CH:24][CH:25]=3)(=[O:19])=[O:20])[CH2:14][C@@H:13]2[CH2:26][N:27]([CH3:28])[CH2:37][C:35]2[N:34]=[CH:33][N:32]([CH3:31])[CH:36]=2)=[CH:8][CH:7]=1)([OH:5])[CH3:4]. (3) Given the reactants Cl[C:2]1[N:12]=[CH:11][C:10]2[O:9][CH2:8][CH2:7][N:6]3[CH:13]=[C:14]([C:16]4[N:20]([CH:21]([CH3:23])[CH3:22])[N:19]=[CH:18][N:17]=4)[N:15]=[C:5]3[C:4]=2[CH:3]=1.C(#N)C.O.C([O-])(=O)C.[K+].FC1C=CC(B(O)O)=CN=1, predict the reaction product. The product is: [CH:21]([N:20]1[C:16]([C:14]2[N:15]=[C:5]3[C:4]4[CH:3]=[CH:2][N:12]=[CH:11][C:10]=4[O:9][CH2:8][CH2:7][N:6]3[CH:13]=2)=[N:17][CH:18]=[N:19]1)([CH3:23])[CH3:22]. (4) The product is: [CH:36]1([C:39]2[C:40]([O:49][CH2:50][CH:51]3[CH2:52][CH2:53][N:54]([S:57]([CH:60]4[CH2:61][CH2:62][O:63][CH2:64][CH2:65]4)(=[O:59])=[O:58])[CH2:55][CH2:56]3)=[CH:41][C:42]([F:48])=[C:43]([CH:47]=2)[C:44]([NH:54][S:57]([CH3:60])(=[O:59])=[O:58])=[O:45])[CH2:38][CH2:37]1. Given the reactants ClC1C(F)=C(C=C(C(F)(F)F)C=1)CN1CCC(COC2C(C3CC3)=CC(C(O)=O)=C(F)C=2)(F)CC1.[CH:36]1([C:39]2[C:40]([O:49][CH2:50][CH:51]3[CH2:56][CH2:55][N:54]([S:57]([CH:60]4[CH2:65][CH2:64][O:63][CH2:62][CH2:61]4)(=[O:59])=[O:58])[CH2:53][CH2:52]3)=[CH:41][C:42]([F:48])=[C:43]([CH:47]=2)[C:44](O)=[O:45])[CH2:38][CH2:37]1, predict the reaction product.